From a dataset of NCI-60 drug combinations with 297,098 pairs across 59 cell lines. Regression. Given two drug SMILES strings and cell line genomic features, predict the synergy score measuring deviation from expected non-interaction effect. (1) Drug 1: CC(CN1CC(=O)NC(=O)C1)N2CC(=O)NC(=O)C2. Drug 2: CC1=C2C(C(=O)C3(C(CC4C(C3C(C(C2(C)C)(CC1OC(=O)C(C(C5=CC=CC=C5)NC(=O)OC(C)(C)C)O)O)OC(=O)C6=CC=CC=C6)(CO4)OC(=O)C)O)C)O. Cell line: SK-MEL-2. Synergy scores: CSS=35.0, Synergy_ZIP=-0.900, Synergy_Bliss=-0.815, Synergy_Loewe=-1.53, Synergy_HSA=1.94. (2) Synergy scores: CSS=39.9, Synergy_ZIP=1.44, Synergy_Bliss=4.19, Synergy_Loewe=-40.7, Synergy_HSA=3.81. Drug 1: CN(C)C1=NC(=NC(=N1)N(C)C)N(C)C. Drug 2: C1=CN(C(=O)N=C1N)C2C(C(C(O2)CO)O)O.Cl. Cell line: NCIH23. (3) Drug 1: CC1=C(C=C(C=C1)NC2=NC=CC(=N2)N(C)C3=CC4=NN(C(=C4C=C3)C)C)S(=O)(=O)N.Cl. Drug 2: C1=CC(=CC=C1C#N)C(C2=CC=C(C=C2)C#N)N3C=NC=N3. Cell line: LOX IMVI. Synergy scores: CSS=2.71, Synergy_ZIP=-2.77, Synergy_Bliss=-3.06, Synergy_Loewe=0.0377, Synergy_HSA=-0.288. (4) Cell line: OVCAR-4. Synergy scores: CSS=0.892, Synergy_ZIP=5.22, Synergy_Bliss=-0.191, Synergy_Loewe=-0.866, Synergy_HSA=-0.795. Drug 2: C1CC(C1)(C(=O)O)C(=O)O.[NH2-].[NH2-].[Pt+2]. Drug 1: CCC(=C(C1=CC=CC=C1)C2=CC=C(C=C2)OCCN(C)C)C3=CC=CC=C3.C(C(=O)O)C(CC(=O)O)(C(=O)O)O. (5) Drug 1: C1=CN(C(=O)N=C1N)C2C(C(C(O2)CO)O)O.Cl. Drug 2: CC1=C(C(=CC=C1)Cl)NC(=O)C2=CN=C(S2)NC3=CC(=NC(=N3)C)N4CCN(CC4)CCO. Cell line: TK-10. Synergy scores: CSS=9.48, Synergy_ZIP=-0.887, Synergy_Bliss=4.99, Synergy_Loewe=2.85, Synergy_HSA=5.35.